From a dataset of Reaction yield outcomes from USPTO patents with 853,638 reactions. Predict the reaction yield, written as a fraction of the theoretical maximum amount of product (1.0 means a 100% yield; for example, 0.34 means a 34% yield). (1) The reactants are [N:1]1[CH:6]=[CH:5][C:4]([CH:7]=[O:8])=[CH:3][CH:2]=1.[OH-].[K+].[N+:11]([CH2:13][C:14]([N:16]1[CH2:20][CH2:19][CH2:18][CH2:17]1)=[O:15])#[C-:12]. The catalyst is CO. The product is [N:1]1[CH:6]=[CH:5][C:4]([C@@H:7]2[O:8][CH:12]=[N:11][C@H:13]2[C:14]([N:16]2[CH2:20][CH2:19][CH2:18][CH2:17]2)=[O:15])=[CH:3][CH:2]=1. The yield is 0.980. (2) The product is [CH3:8][S:9][C:10]([NH:7][C:4]1[CH:5]=[CH:6][N:1]=[CH:2][CH:3]=1)=[CH:11][C:12]#[N:13]. The yield is 0.890. The catalyst is CN(C=O)C. The reactants are [N:1]1[CH:6]=[CH:5][C:4]([NH2:7])=[CH:3][CH:2]=1.[CH3:8][S:9][C:10](SC)=[CH:11][C:12]#[N:13].[H-].[Na+]. (3) The reactants are C([O:8][C:9]1[CH:14]=[CH:13][C:12]([NH:15][C:16](=[O:35])[C:17]([N:19]2[CH2:24][CH2:23][N:22]([C:25]3[CH:30]=[CH:29][CH:28]=[CH:27][C:26]=3[C:31]([CH3:34])([CH3:33])[CH3:32])[CH2:21][CH2:20]2)=[O:18])=[CH:11][CH:10]=1)C1C=CC=CC=1. The catalyst is C(OCC)(=O)C.O1CCCC1.[Pd]. The product is [C:31]([C:26]1[CH:27]=[CH:28][CH:29]=[CH:30][C:25]=1[N:22]1[CH2:21][CH2:20][N:19]([C:17](=[O:18])[C:16]([NH:15][C:12]2[CH:11]=[CH:10][C:9]([OH:8])=[CH:14][CH:13]=2)=[O:35])[CH2:24][CH2:23]1)([CH3:34])([CH3:32])[CH3:33]. The yield is 0.980. (4) The reactants are [OH-].[Li+].[CH:3]1([C:6]2[C:15]3[C:10](=[CH:11][CH:12]=[CH:13][CH:14]=3)[C:9]([N:16]3[C:20]([C:21]([F:24])([F:23])[F:22])=[N:19][N:18]=[C:17]3[S:25][C:26]([CH3:33])([CH3:32])[C:27]([O:29]CC)=[O:28])=[CH:8][CH:7]=2)[CH2:5][CH2:4]1. The catalyst is C1COCC1. The product is [CH:3]1([C:6]2[C:15]3[C:10](=[CH:11][CH:12]=[CH:13][CH:14]=3)[C:9]([N:16]3[C:20]([C:21]([F:22])([F:24])[F:23])=[N:19][N:18]=[C:17]3[S:25][C:26]([CH3:33])([CH3:32])[C:27]([OH:29])=[O:28])=[CH:8][CH:7]=2)[CH2:4][CH2:5]1. The yield is 0.530.